Task: Predict the product of the given reaction.. Dataset: Forward reaction prediction with 1.9M reactions from USPTO patents (1976-2016) (1) Given the reactants Br[C:2]1[C:11]([NH:12][C:13](=[O:26])[C:14](=[O:25])[CH2:15][C:16]([CH3:24])([C:18]2C=CC=C[CH:19]=2)[CH3:17])=[CH:10][CH:9]=[C:8]2[C:3]=1[CH2:4][O:5][C:6]2=O.NC1C=C2C(=CC=1)C(=O)[O:32]C2.CC(C)(C=C)CC(=O)C(O)=O, predict the reaction product. The product is: [CH3:17][C:16]([CH3:24])([CH:18]=[CH2:19])[CH2:15][C:14](=[O:25])[C:13]([NH:12][C:11]1[CH:2]=[C:3]2[C:8]([CH2:6][O:5][C:4]2=[O:32])=[CH:9][CH:10]=1)=[O:26]. (2) Given the reactants [Cl:1][C:2]1[CH:7]=[CH:6][C:5]([C@H:8]2[N:15]3[C:11]([S:12][C:13]([C:19]([N:21]4[CH2:26][CH2:25][N:24]([CH2:27][C:28]([O:30]CC)=[O:29])[C:23](=[O:33])[CH2:22]4)=[O:20])=[C:14]3[CH:16]([CH3:18])[CH3:17])=[N:10][C@H:9]2[C:34]2[CH:39]=[CH:38][C:37]([Cl:40])=[CH:36][CH:35]=2)=[CH:4][CH:3]=1.[OH-].[Na+].Cl, predict the reaction product. The product is: [Cl:1][C:2]1[CH:3]=[CH:4][C:5]([C@H:8]2[N:15]3[C:11]([S:12][C:13]([C:19]([N:21]4[CH2:26][CH2:25][N:24]([CH2:27][C:28]([OH:30])=[O:29])[C:23](=[O:33])[CH2:22]4)=[O:20])=[C:14]3[CH:16]([CH3:17])[CH3:18])=[N:10][C@H:9]2[C:34]2[CH:35]=[CH:36][C:37]([Cl:40])=[CH:38][CH:39]=2)=[CH:6][CH:7]=1. (3) Given the reactants [ClH:1].F[C:3]1[CH:8]=[CH:7][CH:6]=[CH:5][C:4]=1[CH:9]1[CH2:14][CH2:13][CH2:12][NH:11][CH2:10]1.IC1C=NC=CC=1.[F:22][CH:23]([F:34])[O:24]C1C=CC=CC=1B(O)O, predict the reaction product. The product is: [ClH:1].[F:22][CH:23]([F:34])[O:24][C:3]1[CH:8]=[CH:7][CH:6]=[CH:5][C:4]=1[CH:9]1[CH2:14][CH2:13][CH2:12][NH:11][CH2:10]1. (4) Given the reactants [CH3:1][NH:2][C:3]1[N:8]=[C:7]([NH:9][CH2:10][C:11]([F:17])([F:16])[C:12]([F:15])([F:14])[F:13])[N:6]=[C:5]([NH:18][CH2:19][C:20]#[CH:21])[N:4]=1.[OH:22][S:23]([OH:26])(=[O:25])=[O:24].S(O)(O)(=O)=O.C(NC1N=C(NC)N=C(NCC#C)N=1)C.C(NC1N=C(NC)N=C(NCC#C)N=1)C, predict the reaction product. The product is: [S:23]([OH:26])([OH:25])(=[O:24])=[O:22].[CH3:1][NH:2][C:3]1[N:8]=[C:7]([NH:9][CH2:10][C:11]([F:16])([F:17])[C:12]([F:15])([F:13])[F:14])[N:6]=[C:5]([NH:18][CH2:19][C:20]#[CH:21])[N:4]=1.[CH3:1][NH:2][C:3]1[N:8]=[C:7]([NH:9][CH2:10][C:11]([F:16])([F:17])[C:12]([F:15])([F:13])[F:14])[N:6]=[C:5]([NH:18][CH2:19][C:20]#[CH:21])[N:4]=1. (5) Given the reactants [Cl:1][C:2]1[CH:3]=[C:4]([C:25]([O:27][CH3:28])=[O:26])[C:5]([N:12]2[CH2:17][CH2:16][N:15](C(OC(C)(C)C)=O)[CH2:14][CH2:13]2)=[N:6][C:7]=1[CH2:8][NH:9][CH:10]=O.P(Cl)(Cl)(Cl)=O, predict the reaction product. The product is: [ClH:1].[Cl:1][C:2]1[C:7]2[N:6]([CH:10]=[N:9][CH:8]=2)[C:5]([N:12]2[CH2:17][CH2:16][NH:15][CH2:14][CH2:13]2)=[C:4]([C:25]([O:27][CH3:28])=[O:26])[CH:3]=1.